The task is: Predict which catalyst facilitates the given reaction.. This data is from Catalyst prediction with 721,799 reactions and 888 catalyst types from USPTO. (1) Reactant: Cl[C:2]1[CH:7]=[C:6]([CH:8]2[CH2:10][CH2:9]2)[N:5]=[C:4]([CH2:11][N:12]2[C:20](=[O:21])[C:19]3[C:14](=[CH:15][CH:16]=[CH:17][CH:18]=3)[C:13]2=[O:22])[CH:3]=1.CC1(C)OB([C:29]2[CH:30]=[N:31][C:32]([C:35]([F:38])([F:37])[F:36])=[N:33][CH:34]=2)OC1(C)C.C(=O)([O-])[O-].[K+].[K+]. Product: [CH:8]1([C:6]2[N:5]=[C:4]([CH2:11][N:12]3[C:20](=[O:21])[C:19]4[C:14](=[CH:15][CH:16]=[CH:17][CH:18]=4)[C:13]3=[O:22])[CH:3]=[C:2]([C:29]3[CH:30]=[N:31][C:32]([C:35]([F:38])([F:37])[F:36])=[N:33][CH:34]=3)[CH:7]=2)[CH2:10][CH2:9]1. The catalyst class is: 75. (2) Reactant: [F:1][C:2]1[CH:3]=[C:4]([OH:8])[CH:5]=[CH:6][CH:7]=1.Br[CH2:10][CH2:11][CH2:12][C:13]([O:15][CH2:16][CH3:17])=[O:14].C([O-])([O-])=O.[Cs+].[Cs+].O. Product: [F:1][C:2]1[CH:3]=[C:4]([CH:5]=[CH:6][CH:7]=1)[O:8][CH2:10][CH2:11][CH2:12][C:13]([O:15][CH2:16][CH3:17])=[O:14]. The catalyst class is: 3. (3) Reactant: Cl.[Br:2][C:3]1[CH:4]=[C:5]([CH:10]([OH:16])[C:11](=[NH:15])OCC)[CH:6]=[CH:7][C:8]=1[F:9].[NH2:17][CH2:18][CH2:19][CH2:20]N. Product: [Br:2][C:3]1[CH:4]=[C:5]([CH:10]([CH:11]2[NH:15][CH2:20][CH:19]=[CH:18][NH:17]2)[OH:16])[CH:6]=[CH:7][C:8]=1[F:9]. The catalyst class is: 8. (4) Reactant: [O:1]=[C:2]1[C:7]([C:14]2[CH:19]=[CH:18][CH:17]=[CH:16][CH:15]=2)([C:8]2[CH:13]=[CH:12][CH:11]=[CH:10][CH:9]=2)[CH2:6][CH2:5][CH2:4][N:3]1[CH2:20][C:21]([OH:23])=O.[CH3:24][C:25]1([CH3:32])[NH:30][CH2:29][CH2:28][NH:27][C:26]1=[O:31].F[P-](F)(F)(F)(F)F.N1(OC(N(C)C)=[N+](C)C)C2N=CC=CC=2N=N1.C(N(C(C)C)CC)(C)C. Product: [CH3:24][C:25]1([CH3:32])[N:30]([C:21](=[O:23])[CH2:20][N:3]2[CH2:4][CH2:5][CH2:6][C:7]([C:14]3[CH:15]=[CH:16][CH:17]=[CH:18][CH:19]=3)([C:8]3[CH:13]=[CH:12][CH:11]=[CH:10][CH:9]=3)[C:2]2=[O:1])[CH2:29][CH2:28][NH:27][C:26]1=[O:31]. The catalyst class is: 4. (5) Reactant: [CH3:1][C:2]([O:5][C:6]([NH:8][C@@H:9]([C:18]([OH:20])=O)[CH2:10][CH2:11][C:12]1[CH:17]=[CH:16][CH:15]=[CH:14][CH:13]=1)=[O:7])([CH3:4])[CH3:3].CN(C(ON1N=N[C:31]2[CH:32]=[CH:33][CH:34]=[CH:35][C:30]1=2)=[N+](C)C)C.F[P-](F)(F)(F)(F)F.C1C=C[C:48]2[N:53](O)[N:52]=NC=2C=1.CC[N:57]([CH:61](C)C)C(C)C.CN(C=[O:68])C. Product: [NH2:57][CH2:61][C:31]1[CH:32]=[C:33]([C:48]([NH:53][NH:52][C:18](=[O:20])[C@H:9]([NH:8][C:6]([O:5][C:2]([CH3:1])([CH3:3])[CH3:4])=[O:7])[CH2:10][CH2:11][C:12]2[CH:13]=[CH:14][CH:15]=[CH:16][CH:17]=2)=[O:68])[CH:34]=[CH:35][CH:30]=1. The catalyst class is: 13. (6) Reactant: [Br:1][C:2]1[CH:3]=[C:4]2[C@@:15]3([CH2:19][S:18][C:17]([NH2:20])=[N:16]3)[C:14]3[CH:13]=[C:12]([Cl:21])[N:11]=[CH:10][C:9]=3[O:8][C:5]2=[CH:6][CH:7]=1.[C:22](O[C:22]([O:24][C:25]([CH3:28])([CH3:27])[CH3:26])=[O:23])([O:24][C:25]([CH3:28])([CH3:27])[CH3:26])=[O:23].C(=O)(O)[O-].[Na+]. Product: [Br:1][C:2]1[CH:3]=[C:4]2[C@@:15]3([CH2:19][S:18][C:17]([NH:20][C:22](=[O:23])[O:24][C:25]([CH3:28])([CH3:27])[CH3:26])=[N:16]3)[C:14]3[CH:13]=[C:12]([Cl:21])[N:11]=[CH:10][C:9]=3[O:8][C:5]2=[CH:6][CH:7]=1. The catalyst class is: 38. (7) Reactant: [C:1]([O:5][C:6]([NH:8][C@@H:9]([CH2:20][CH2:21][CH2:22][C@H:23]([O:42][CH2:43][CH2:44][CH3:45])[C@H:24]([C@@H:30]([O:32]CC1C=CC(OC)=CC=1)[CH3:31])[CH2:25][CH2:26][CH:27]([CH3:29])[CH3:28])[C:10]([O:12][CH2:13][C:14]1[CH:19]=[CH:18][CH:17]=[CH:16][CH:15]=1)=[O:11])=[O:7])([CH3:4])([CH3:3])[CH3:2].C(C1C(=O)C(Cl)=C(Cl)C(=O)C=1C#N)#N.[OH-].[Na+]. Product: [C:1]([O:5][C:6]([NH:8][C@@H:9]([CH2:20][CH2:21][CH2:22][C@H:23]([O:42][CH2:43][CH2:44][CH3:45])[C@H:24]([C@@H:30]([OH:32])[CH3:31])[CH2:25][CH2:26][CH:27]([CH3:29])[CH3:28])[C:10]([O:12][CH2:13][C:14]1[CH:19]=[CH:18][CH:17]=[CH:16][CH:15]=1)=[O:11])=[O:7])([CH3:2])([CH3:3])[CH3:4]. The catalyst class is: 232.